This data is from Reaction yield outcomes from USPTO patents with 853,638 reactions. The task is: Predict the reaction yield, written as a fraction of the theoretical maximum amount of product (1.0 means a 100% yield; for example, 0.34 means a 34% yield). (1) The reactants are [CH2:1]([O:3][C:4](=[O:36])[C:5]([CH3:35])([CH3:34])[CH2:6][CH2:7][CH2:8][CH2:9][O:10][C:11]1[CH:16]=[C:15]([CH3:17])[C:14]([NH:18][C:19](=[O:32])[CH:20]([O:26]C(OCC)C)[C:21]([CH3:25])([CH3:24])[CH2:22][OH:23])=[C:13]([CH3:33])[CH:12]=1)[CH3:2]. The catalyst is CC(O)=O.O. The product is [CH2:1]([O:3][C:4](=[O:36])[C:5]([CH3:35])([CH3:34])[CH2:6][CH2:7][CH2:8][CH2:9][O:10][C:11]1[CH:12]=[C:13]([CH3:33])[C:14]([NH:18][C:19](=[O:32])[CH:20]([OH:26])[C:21]([CH3:24])([CH3:25])[CH2:22][OH:23])=[C:15]([CH3:17])[CH:16]=1)[CH3:2]. The yield is 0.760. (2) The reactants are [N-:1]=[N+:2]=[N-:3].[Na+].[C:5]([O:9][C:10](=[O:31])[CH2:11][O:12][CH2:13][CH2:14][O:15][CH2:16][CH2:17][O:18][CH2:19][CH2:20][O:21][CH2:22][CH2:23][O:24][CH2:25][CH2:26][O:27][CH2:28][CH2:29]Br)([CH3:8])([CH3:7])[CH3:6]. The catalyst is CN(C=O)C. The product is [C:5]([O:9][C:10](=[O:31])[CH2:11][O:12][CH2:13][CH2:14][O:15][CH2:16][CH2:17][O:18][CH2:19][CH2:20][O:21][CH2:22][CH2:23][O:24][CH2:25][CH2:26][O:27][CH2:28][CH2:29][N:1]=[N+:2]=[N-:3])([CH3:8])([CH3:7])[CH3:6]. The yield is 0.570. (3) The reactants are [CH3:1][O:2][C:3]([C:5]1[S:6][C:7]([Sn](CCCC)(CCCC)CCCC)=[CH:8][C:9]=1[N:10]([C@H:20]1[CH2:25][CH2:24][C@H:23]([OH:26])[CH2:22][CH2:21]1)[C:11]([C@H:13]1[CH2:18][CH2:17][C@H:16]([CH3:19])[CH2:15][CH2:14]1)=[O:12])=[O:4].[O:40]([CH:47]1[CH2:52][CH2:51][C:50](OS(C(F)(F)F)(=O)=O)=[CH:49][CH2:48]1)[C:41]1[CH:46]=[CH:45][CH:44]=[CH:43][CH:42]=1. The catalyst is C1(C)C=CC=CC=1.C1C=CC([P]([Pd]([P](C2C=CC=CC=2)(C2C=CC=CC=2)C2C=CC=CC=2)([P](C2C=CC=CC=2)(C2C=CC=CC=2)C2C=CC=CC=2)[P](C2C=CC=CC=2)(C2C=CC=CC=2)C2C=CC=CC=2)(C2C=CC=CC=2)C2C=CC=CC=2)=CC=1. The product is [CH3:1][O:2][C:3]([C:5]1[S:6][C:7]([C:50]2[CH2:51][CH2:52][CH:47]([O:40][C:41]3[CH:42]=[CH:43][CH:44]=[CH:45][CH:46]=3)[CH2:48][CH:49]=2)=[CH:8][C:9]=1[N:10]([C@H:20]1[CH2:21][CH2:22][C@H:23]([OH:26])[CH2:24][CH2:25]1)[C:11]([C@H:13]1[CH2:18][CH2:17][C@H:16]([CH3:19])[CH2:15][CH2:14]1)=[O:12])=[O:4]. The yield is 0.240. (4) The reactants are [Na+].[I-:2].[N:3]1([C:14]([O:16][C:17]([CH3:20])([CH3:19])[CH3:18])=[O:15])[CH2:8][CH2:7][CH:6]([C:9]([O:11][CH2:12]Cl)=[O:10])[CH2:5][CH2:4]1. The catalyst is C(#N)C. The product is [N:3]1([C:14]([O:16][C:17]([CH3:20])([CH3:19])[CH3:18])=[O:15])[CH2:8][CH2:7][CH:6]([C:9]([O:11][CH2:12][I:2])=[O:10])[CH2:5][CH2:4]1. The yield is 0.940. (5) The reactants are [NH2:1][C:2]1[N:7]=[C:6]([C:8]2[CH:9]=[N:10][CH:11]=[CH:12][CH:13]=2)[C:5]([C:14]2[CH:19]=[CH:18][N:17]=[CH:16][C:15]=2[F:20])=[CH:4][C:3]=1[NH:21][C:22]([CH:24]1[CH2:26][CH2:25]1)=O. The catalyst is C(O)(=O)C. The product is [CH:24]1([C:22]2[NH:1][C:2]3=[N:7][C:6]([C:8]4[CH:9]=[N:10][CH:11]=[CH:12][CH:13]=4)=[C:5]([C:14]4[CH:19]=[CH:18][N:17]=[CH:16][C:15]=4[F:20])[CH:4]=[C:3]3[N:21]=2)[CH2:26][CH2:25]1. The yield is 0.120. (6) The reactants are Cl[C:2]1[CH:3]=[N:4][CH:5]=[CH:6][C:7]=1[C:8]1[C:9]([NH:15][CH:16]2[CH2:20][CH2:19][CH2:18][CH2:17]2)=[N:10][C:11]([NH2:14])=[N:12][CH:13]=1.C1(P(C2C=CC=CC=2)C2C3OC4C(=CC=CC=4P(C4C=CC=CC=4)C4C=CC=CC=4)C(C)(C)C=3C=CC=2)C=CC=CC=1.CC(C)([O-])C.[Na+]. The catalyst is O1CCOCC1.C1C=CC(/C=C/C(/C=C/C2C=CC=CC=2)=O)=CC=1.C1C=CC(/C=C/C(/C=C/C2C=CC=CC=2)=O)=CC=1.C1C=CC(/C=C/C(/C=C/C2C=CC=CC=2)=O)=CC=1.[Pd].[Pd]. The product is [CH:16]1([N:15]2[C:9]3[N:10]=[C:11]([NH2:14])[N:12]=[CH:13][C:8]=3[C:7]3[CH:6]=[CH:5][N:4]=[CH:3][C:2]2=3)[CH2:20][CH2:19][CH2:18][CH2:17]1. The yield is 0.850. (7) The reactants are [OH:1][C:2]1([CH3:26])[CH2:7][CH2:6][N:5]([C@H:8]([C:20]2[CH:25]=[CH:24][CH:23]=[CH:22][CH:21]=2)[C:9]([O:11][C@H](C2C=CC=CC=2)C)=[O:10])[CH2:4][CH2:3]1.FC(F)(F)C(O)=O. The catalyst is ClCCl. The product is [OH:1][C:2]1([CH3:26])[CH2:3][CH2:4][N:5]([C@H:8]([C:20]2[CH:25]=[CH:24][CH:23]=[CH:22][CH:21]=2)[C:9]([OH:11])=[O:10])[CH2:6][CH2:7]1. The yield is 0.980. (8) The reactants are [CH3:1][O:2][C:3]1[CH:4]=[C:5]2[C:10](=[CH:11][C:12]=1[O:13][CH3:14])[N:9]=[CH:8][CH:7]=[C:6]2[O:15][C:16]1[C:21]([CH3:22])=[CH:20][C:19]([NH:23][C:24](=O)[CH2:25][CH2:26][O:27][C:28]2[CH:33]=[CH:32][CH:31]=[CH:30][C:29]=2[CH3:34])=[C:18]([CH3:36])[CH:17]=1.Cl.[OH-].[Na+]. The catalyst is O1CCCC1. The product is [CH3:1][O:2][C:3]1[CH:4]=[C:5]2[C:10](=[CH:11][C:12]=1[O:13][CH3:14])[N:9]=[CH:8][CH:7]=[C:6]2[O:15][C:16]1[C:21]([CH3:22])=[CH:20][C:19]([NH:23][CH2:24][CH2:25][CH2:26][O:27][C:28]2[CH:33]=[CH:32][CH:31]=[CH:30][C:29]=2[CH3:34])=[C:18]([CH3:36])[CH:17]=1. The yield is 0.800.